From a dataset of Peptide-MHC class I binding affinity with 185,985 pairs from IEDB/IMGT. Regression. Given a peptide amino acid sequence and an MHC pseudo amino acid sequence, predict their binding affinity value. This is MHC class I binding data. (1) The peptide sequence is RTSKTSLER. The MHC is HLA-B15:01 with pseudo-sequence HLA-B15:01. The binding affinity (normalized) is 0.0449. (2) The peptide sequence is NLTEEMAAL. The MHC is HLA-B15:01 with pseudo-sequence HLA-B15:01. The binding affinity (normalized) is 0.0847. (3) The peptide sequence is RPRQRGIPF. The MHC is HLA-B38:01 with pseudo-sequence HLA-B38:01. The binding affinity (normalized) is 0.0847. (4) The peptide sequence is NASPVAQSY. The MHC is HLA-A02:06 with pseudo-sequence HLA-A02:06. The binding affinity (normalized) is 0. (5) The peptide sequence is MTVFSYKAF. The MHC is HLA-B35:01 with pseudo-sequence HLA-B35:01. The binding affinity (normalized) is 0.534. (6) The peptide sequence is SRWGYQVKH. The MHC is HLA-A69:01 with pseudo-sequence HLA-A69:01. The binding affinity (normalized) is 0.0847. (7) The peptide sequence is IILARNEEGR. The MHC is HLA-A31:01 with pseudo-sequence HLA-A31:01. The binding affinity (normalized) is 0.606.